From a dataset of NCI-60 drug combinations with 297,098 pairs across 59 cell lines. Regression. Given two drug SMILES strings and cell line genomic features, predict the synergy score measuring deviation from expected non-interaction effect. (1) Drug 1: CC12CCC(CC1=CCC3C2CCC4(C3CC=C4C5=CN=CC=C5)C)O. Drug 2: CC=C1C(=O)NC(C(=O)OC2CC(=O)NC(C(=O)NC(CSSCCC=C2)C(=O)N1)C(C)C)C(C)C. Cell line: SK-MEL-2. Synergy scores: CSS=64.9, Synergy_ZIP=-2.66, Synergy_Bliss=-4.68, Synergy_Loewe=-65.7, Synergy_HSA=-5.76. (2) Drug 1: C(CCl)NC(=O)N(CCCl)N=O. Drug 2: COCCOC1=C(C=C2C(=C1)C(=NC=N2)NC3=CC=CC(=C3)C#C)OCCOC.Cl. Cell line: NCI/ADR-RES. Synergy scores: CSS=3.58, Synergy_ZIP=-3.34, Synergy_Bliss=-5.88, Synergy_Loewe=-0.323, Synergy_HSA=-3.02. (3) Drug 1: C1=NC2=C(N1)C(=S)N=C(N2)N. Drug 2: CC1C(C(CC(O1)OC2CC(CC3=C2C(=C4C(=C3O)C(=O)C5=CC=CC=C5C4=O)O)(C(=O)C)O)N)O. Cell line: OVCAR-8. Synergy scores: CSS=46.0, Synergy_ZIP=-9.24, Synergy_Bliss=-8.89, Synergy_Loewe=-7.55, Synergy_HSA=-5.48. (4) Drug 1: CS(=O)(=O)C1=CC(=C(C=C1)C(=O)NC2=CC(=C(C=C2)Cl)C3=CC=CC=N3)Cl. Drug 2: CC1=C2C(C(=O)C3(C(CC4C(C3C(C(C2(C)C)(CC1OC(=O)C(C(C5=CC=CC=C5)NC(=O)C6=CC=CC=C6)O)O)OC(=O)C7=CC=CC=C7)(CO4)OC(=O)C)O)C)OC(=O)C. Cell line: UACC-257. Synergy scores: CSS=31.4, Synergy_ZIP=4.66, Synergy_Bliss=9.03, Synergy_Loewe=-5.71, Synergy_HSA=7.12.